Dataset: Reaction yield outcomes from USPTO patents with 853,638 reactions. Task: Predict the reaction yield, written as a fraction of the theoretical maximum amount of product (1.0 means a 100% yield; for example, 0.34 means a 34% yield). (1) The reactants are C[O:2][C:3]([C:5]1[N:6]([C:16]2[CH:21]=[C:20]([CH3:22])[CH:19]=[CH:18][C:17]=2[N+:23]([O-])=O)[CH:7]=[C:8]([C:10]2[CH:15]=[CH:14][CH:13]=[CH:12][CH:11]=2)[CH:9]=1)=O. The catalyst is C(O)(=O)C.[Fe]. The product is [CH3:22][C:20]1[CH:21]=[C:16]2[C:17]([NH:23][C:3](=[O:2])[C:5]3[N:6]2[CH:7]=[C:8]([C:10]2[CH:11]=[CH:12][CH:13]=[CH:14][CH:15]=2)[CH:9]=3)=[CH:18][CH:19]=1. The yield is 0.170. (2) The reactants are [F:1][C:2]1[C:11]2[C:6](=[C:7]([N+:12]([O-])=O)[CH:8]=[CH:9][CH:10]=2)[CH:5]=[CH:4][CH:3]=1.[CH3:15][C:16](OC(C)=O)=[O:17]. The catalyst is CC(O)=O.[Fe]. The product is [F:1][C:2]1[CH:3]=[CH:4][CH:5]=[C:6]2[C:11]=1[CH:10]=[CH:9][CH:8]=[C:7]2[NH:12][C:16](=[O:17])[CH3:15]. The yield is 0.970. (3) The reactants are [O:1]=[C:2]([C:10]1[CH:19]=[CH:18][C:13]2[NH:14][C:15](=[O:17])[NH:16][C:12]=2[CH:11]=1)[CH2:3][S:4][CH2:5][C:6]([O:8]C)=[O:7].[OH-].[Na+]. The catalyst is CO. The product is [O:1]=[C:2]([C:10]1[CH:19]=[CH:18][C:13]2[NH:14][C:15](=[O:17])[NH:16][C:12]=2[CH:11]=1)[CH2:3][S:4][CH2:5][C:6]([OH:8])=[O:7]. The yield is 0.840. (4) The reactants are [NH2:1][C:2]1[CH:10]=[CH:9][C:5]([C:6]([OH:8])=O)=[CH:4][C:3]=1[F:11].[NH:12]1[CH2:17][CH2:16][CH2:15][C@@H:14]2[C:18]3[CH:19]=[CH:20][CH:21]=[CH:22][C:23]=3[CH2:24][C@H:13]12.F[P-](F)(F)(F)(F)F.N1(OC(N(C)C)=[N+](C)C)C2N=CC=CC=2N=N1. No catalyst specified. The product is [NH2:1][C:2]1[CH:10]=[CH:9][C:5]([C:6]([N:12]2[CH2:17][CH2:16][CH2:15][C@@H:14]3[C:18]4[CH:19]=[CH:20][CH:21]=[CH:22][C:23]=4[CH2:24][C@H:13]23)=[O:8])=[CH:4][C:3]=1[F:11]. The yield is 0.620. (5) The reactants are [Br:1][C:2]1[CH:3]=[C:4]2[C:9](=[CH:10][CH:11]=1)[N:8]=[CH:7][C:6]([C:12]([CH:14]1[CH2:16][CH2:15]1)=[O:13])=[C:5]2Cl.[CH3:18][N:19]([CH3:29])[CH2:20][CH2:21][C:22]1[CH:23]=[C:24]([CH:26]=[CH:27][CH:28]=1)[NH2:25]. No catalyst specified. The product is [Br:1][C:2]1[CH:3]=[C:4]2[C:9](=[CH:10][CH:11]=1)[N:8]=[CH:7][C:6]([C:12]([CH:14]1[CH2:16][CH2:15]1)=[O:13])=[C:5]2[NH:25][C:24]1[CH:26]=[CH:27][CH:28]=[C:22]([CH2:21][CH2:20][N:19]([CH3:18])[CH3:29])[CH:23]=1. The yield is 0.680. (6) The reactants are [NH2:1][C@@H:2]1[CH2:7][CH2:6][C@H:5]([N:8]2[C:13](=[O:14])[C:12]3[CH:15]=[C:16]([F:19])[CH:17]=[N:18][C:11]=3[N:10]([C:20]3[CH:21]=[C:22]([C:26]4[CH:31]=[CH:30][C:29]([O:32][CH2:33][CH2:34][OH:35])=[CH:28][CH:27]=4)[CH:23]=[CH:24][CH:25]=3)[C:9]2=[O:36])[CH2:4][CH2:3]1.F[P-](F)(F)(F)(F)F.N1(OC(N(C)C)=[N+](C)C)C2N=CC=CC=2N=N1.[F:61][C:62]1[CH:63]=[CH:64][C:65]2[N:66]([CH:68]=[C:69]([C:71](O)=[O:72])[N:70]=2)[CH:67]=1.C(N(C(C)C)C(C)C)C. The catalyst is CN(C)C=O.C(OCC)(=O)C. The product is [F:61][C:62]1[CH:63]=[CH:64][C:65]2[N:66]([CH:68]=[C:69]([C:71]([NH:1][C@H:2]3[CH2:7][CH2:6][C@@H:5]([N:8]4[C:13](=[O:14])[C:12]5[CH:15]=[C:16]([F:19])[CH:17]=[N:18][C:11]=5[N:10]([C:20]5[CH:21]=[C:22]([C:26]6[CH:31]=[CH:30][C:29]([O:32][CH2:33][CH2:34][OH:35])=[CH:28][CH:27]=6)[CH:23]=[CH:24][CH:25]=5)[C:9]4=[O:36])[CH2:4][CH2:3]3)=[O:72])[N:70]=2)[CH:67]=1. The yield is 0.590. (7) The reactants are [H-].[Na+].[O:3]1[CH:7]=[CH:6][CH:5]=[C:4]1[C:8]1[N:13]=[C:12]([NH2:14])[CH:11]=[N:10][C:9]=1[C:15]1[CH:20]=[CH:19][N:18]=[CH:17][N:16]=1.[C:21](Cl)(=[O:23])[CH3:22]. The catalyst is CN(C=O)C.C(OCC)(=O)C. The product is [O:3]1[CH:7]=[CH:6][CH:5]=[C:4]1[C:8]1[N:13]=[C:12]([NH:14][C:21](=[O:23])[CH3:22])[CH:11]=[N:10][C:9]=1[C:15]1[CH:20]=[CH:19][N:18]=[CH:17][N:16]=1. The yield is 0.0700.